Dataset: Full USPTO retrosynthesis dataset with 1.9M reactions from patents (1976-2016). Task: Predict the reactants needed to synthesize the given product. (1) Given the product [OH:7][CH:8]1[O:16][C@H:15]([CH2:17][OH:18])[C@@H:13]([OH:14])[C@H:11]([OH:12])[C@H:9]1[NH2:10], predict the reactants needed to synthesize it. The reactants are: C(=O)(O)[O-].[Na+].Cl.[OH:7][CH:8]1[O:16][C@H:15]([CH2:17][OH:18])[C@@H:13]([OH:14])[C@H:11]([OH:12])[C@H:9]1[NH2:10]. (2) Given the product [Br:11][C:12]1[C:13]([CH3:25])=[CH:14][C:15]2[O:19][C:18]([CH3:20])([CH3:21])[CH2:17][C:16]=2[C:23]=1[CH3:24], predict the reactants needed to synthesize it. The reactants are: [H-].[Al+3].[Li+].[H-].[H-].[H-].[Cl-].[Al+3].[Cl-].[Cl-].[Br:11][C:12]1[C:13]([CH3:25])=[CH:14][C:15]2[O:19][C:18]([CH3:21])([CH3:20])[C:17](=O)[C:16]=2[C:23]=1[CH3:24].[OH-].[Na+]. (3) The reactants are: C(N[CH:5]([CH3:7])[CH3:6])(C)C.[CH2:8]([Li])CCC.CCCCCC.[F:19][C:20]1[CH:25]=[C:24]([CH3:26])[CH:23]=[CH:22][N:21]=1.[O:27]1[CH2:31][CH2:30][CH2:29][CH2:28]1. Given the product [F:19][C:20]1[CH:25]=[C:24]([CH2:26][C:31]([C:30]2[CH:29]=[CH:28][CH:7]=[C:5]([CH3:6])[CH:8]=2)=[O:27])[CH:23]=[CH:22][N:21]=1, predict the reactants needed to synthesize it. (4) Given the product [O:1]=[C:2]1[N:8]([CH:9]2[CH2:10][CH2:11][N:12]([C:15]([O:17][C@@H:18]([C:37]([OH:39])=[O:38])[CH2:19][C:20]3[CH:25]=[C:24]([CH3:26])[C:23]([OH:27])=[C:22]([CH2:35][CH3:36])[CH:21]=3)=[O:16])[CH2:13][CH2:14]2)[CH2:7][CH2:6][C:5]2[CH:40]=[CH:41][CH:42]=[CH:43][C:4]=2[NH:3]1, predict the reactants needed to synthesize it. The reactants are: [O:1]=[C:2]1[N:8]([CH:9]2[CH2:14][CH2:13][N:12]([C:15]([O:17][C@@H:18]([C:37]([OH:39])=[O:38])[CH2:19][C:20]3[CH:25]=[C:24]([CH3:26])[C:23]([O:27]CC4C=CC=CC=4)=[C:22]([CH2:35][CH3:36])[CH:21]=3)=[O:16])[CH2:11][CH2:10]2)[CH2:7][CH2:6][C:5]2[CH:40]=[CH:41][CH:42]=[CH:43][C:4]=2[NH:3]1.[H][H]. (5) Given the product [CH3:14][O:7][C:6]([C:3]1[CH:4]=[CH:5][S:1][CH:2]=1)=[O:8], predict the reactants needed to synthesize it. The reactants are: [S:1]1[CH:5]=[CH:4][C:3]([C:6]([OH:8])=[O:7])=[CH:2]1.S(=O)(=O)(O)O.[CH3:14]O. (6) The reactants are: [NH2:1][C:2]1[CH:3]=[C:4]([CH:7]=[C:8]([N+:11]([O-:13])=[O:12])[C:9]=1[Cl:10])[C:5]#[N:6].[Br:14][CH2:15][C:16](Br)=[O:17]. Given the product [Br:14][CH2:15][C:16]([NH:1][C:2]1[CH:3]=[C:4]([C:5]#[N:6])[CH:7]=[C:8]([N+:11]([O-:13])=[O:12])[C:9]=1[Cl:10])=[O:17], predict the reactants needed to synthesize it. (7) Given the product [CH3:43][N:44]([CH2:2][C:3]1[N:4]([C:34]2[CH:39]=[CH:38][C:37]([N+:40]([O-:42])=[O:41])=[CH:36][CH:35]=2)[N:5]=[C:6]2[C:11]=1[C:10](=[O:12])[N:9]([C:13]1[N:14]=[N:15][C:16]([O:19][CH3:20])=[CH:17][CH:18]=1)[C:8](=[O:21])[N:7]2[CH2:22][C:23]1[C:28]([C:29]([F:32])([F:31])[F:30])=[CH:27][CH:26]=[CH:25][C:24]=1[F:33])[CH3:45].[CH3:43][N:44]([CH2:2][C:3]1[N:4]([C:37]2([N+:40]([O-:42])=[O:41])[CH:36]=[CH:35][CH:34]=[CH:39][CH2:38]2)[N:5]=[C:6]2[C:11]=1[C:10](=[O:12])[N:9]([C:13]1[N:14]=[N:15][C:16]([O:19][CH3:20])=[CH:17][CH:18]=1)[C:8](=[O:21])[N:7]2[CH2:22][C:23]1[C:28]([C:29]([F:30])([F:32])[F:31])=[CH:27][CH:26]=[CH:25][C:24]=1[F:33])[CH3:45], predict the reactants needed to synthesize it. The reactants are: Br[CH2:2][C:3]1[N:4]([C:34]2[CH:39]=[CH:38][C:37]([N+:40]([O-:42])=[O:41])=[CH:36][CH:35]=2)[N:5]=[C:6]2[C:11]=1[C:10](=[O:12])[N:9]([C:13]1[N:14]=[N:15][C:16]([O:19][CH3:20])=[CH:17][CH:18]=1)[C:8](=[O:21])[N:7]2[CH2:22][C:23]1[C:28]([C:29]([F:32])([F:31])[F:30])=[CH:27][CH:26]=[CH:25][C:24]=1[F:33].[CH3:43][NH:44][CH3:45].